From a dataset of NCI-60 drug combinations with 297,098 pairs across 59 cell lines. Regression. Given two drug SMILES strings and cell line genomic features, predict the synergy score measuring deviation from expected non-interaction effect. Drug 1: CC(CN1CC(=O)NC(=O)C1)N2CC(=O)NC(=O)C2. Drug 2: CC1=C(C(CCC1)(C)C)C=CC(=CC=CC(=CC(=O)O)C)C. Cell line: UO-31. Synergy scores: CSS=15.9, Synergy_ZIP=-5.19, Synergy_Bliss=0.937, Synergy_Loewe=4.01, Synergy_HSA=3.88.